From a dataset of Forward reaction prediction with 1.9M reactions from USPTO patents (1976-2016). Predict the product of the given reaction. (1) Given the reactants [CH:1]1([C:4]2[NH:8][N:7]=[C:6]([NH:9][C:10]3[N:15]=[C:14]([NH:16][C@H:17]([C:19]4[CH:24]=[CH:23][C:22]([F:25])=[CH:21][CH:20]=4)[CH3:18])[C:13]([N+:26]([O-])=O)=[CH:12][CH:11]=3)[CH:5]=2)[CH2:3][CH2:2]1.[Cl-].[NH4+].C([O-])(=O)C.[NH4+], predict the reaction product. The product is: [CH:1]1([C:4]2[NH:8][N:7]=[C:6]([NH:9][C:10]3[N:15]=[C:14]([NH:16][C@H:17]([C:19]4[CH:20]=[CH:21][C:22]([F:25])=[CH:23][CH:24]=4)[CH3:18])[C:13]([NH2:26])=[CH:12][CH:11]=3)[CH:5]=2)[CH2:3][CH2:2]1. (2) Given the reactants [C:1]([C:5]1[CH:10]=[CH:9][C:8]([C:11]2[N:15]([CH2:16][CH2:17][CH2:18][O:19][CH3:20])[C:14]3[CH:21]=[C:22]([O:25][CH2:26][CH2:27][CH2:28][CH2:29][CH2:30][C:31](OC)=[O:32])[CH:23]=[CH:24][C:13]=3[N:12]=2)=[CH:7][CH:6]=1)([CH3:4])([CH3:3])[CH3:2].[CH3:35][O:36][CH2:37][CH2:38][CH2:39][NH2:40], predict the reaction product. The product is: [C:1]([C:5]1[CH:10]=[CH:9][C:8]([C:11]2[N:15]([CH2:16][CH2:17][CH2:18][O:19][CH3:20])[C:14]3[CH:21]=[C:22]([O:25][CH2:26][CH2:27][CH2:28][CH2:29][CH2:30][C:31]([NH:40][CH2:39][CH2:38][CH2:37][O:36][CH3:35])=[O:32])[CH:23]=[CH:24][C:13]=3[N:12]=2)=[CH:7][CH:6]=1)([CH3:4])([CH3:2])[CH3:3]. (3) Given the reactants [Cl:1][C:2]1[C:37]([O:38][CH3:39])=[CH:36][C:35]([O:40][CH3:41])=[C:34]([Cl:42])[C:3]=1[CH2:4][O:5][C:6]1[CH:7]=[N:8][C:9]([NH:12][C:13]2[CH:18]=[CH:17][C:16]([CH:19]3[CH2:24][CH2:23][N:22](C(OC(C)(C)C)=O)[CH2:21][CH2:20]3)=[CH:15][C:14]=2[O:32][CH3:33])=[N:10][CH:11]=1.FC(F)(F)C(O)=O.[OH-].[Na+].C(=O)([O-])O.[Na+], predict the reaction product. The product is: [Cl:42][C:34]1[C:35]([O:40][CH3:41])=[CH:36][C:37]([O:38][CH3:39])=[C:2]([Cl:1])[C:3]=1[CH2:4][O:5][C:6]1[CH:7]=[N:8][C:9]([NH:12][C:13]2[CH:18]=[CH:17][C:16]([CH:19]3[CH2:24][CH2:23][NH:22][CH2:21][CH2:20]3)=[CH:15][C:14]=2[O:32][CH3:33])=[N:10][CH:11]=1. (4) Given the reactants Cl.[C:2]([O:10][C@@H:11]1[C@@H:15]([CH2:16][OH:17])[CH2:14][C@@H:13](N)[C@@H:12]1[O:19][C:20](=[O:27])[C:21]1[CH:26]=[CH:25][CH:24]=[CH:23][CH:22]=1)(=[O:9])[C:3]1[CH:8]=[CH:7][CH:6]=[CH:5][CH:4]=1.C(#N)C.O.N([O-])=O.[Na+], predict the reaction product. The product is: [C:2]([O:10][C@@H:11]1[C@@H:15]([CH2:16][OH:17])[CH:14]=[CH:13][C@@H:12]1[O:19][C:20](=[O:27])[C:21]1[CH:26]=[CH:25][CH:24]=[CH:23][CH:22]=1)(=[O:9])[C:3]1[CH:4]=[CH:5][CH:6]=[CH:7][CH:8]=1. (5) Given the reactants [Cl:1][C:2]1[CH:3]=[C:4](B(O)O)[CH:5]=[C:6]([Cl:10])[C:7]=1[O:8][CH3:9].Br[C:15]1[CH:20]=[C:19]([F:21])[C:18]([F:22])=[CH:17][C:16]=1[C:23]1[CH:28]=[CH:27][C:26]([S:29]([NH2:32])(=[O:31])=[O:30])=[CH:25][CH:24]=1, predict the reaction product. The product is: [Cl:1][C:2]1[CH:3]=[C:4]([C:15]2[CH:20]=[C:19]([F:21])[C:18]([F:22])=[CH:17][C:16]=2[C:23]2[CH:24]=[CH:25][C:26]([S:29]([NH2:32])(=[O:31])=[O:30])=[CH:27][CH:28]=2)[CH:5]=[C:6]([Cl:10])[C:7]=1[O:8][CH3:9]. (6) Given the reactants [CH2:1]([N:8]1[CH:17]=[CH:16][C:15]2[C:10](=[CH:11][CH:12]=[CH:13][C:14]=2[N+:18]([O-])=O)[C:9]1=[O:21])[C:2]1[CH:7]=[CH:6][CH:5]=[CH:4][CH:3]=1.N#N.[H][H], predict the reaction product. The product is: [NH2:18][C:14]1[CH:13]=[CH:12][CH:11]=[C:10]2[C:15]=1[CH:16]=[CH:17][N:8]([CH2:1][C:2]1[CH:7]=[CH:6][CH:5]=[CH:4][CH:3]=1)[C:9]2=[O:21]. (7) Given the reactants [H-].[Na+].[C:3]([C:7]1[CH:8]=[C:9]([N:17]2[C:21]([CH2:22]P(OC)(OC)=O)=[C:20]([CH3:29])[C:19]([C:30]([O:32][CH3:33])=[O:31])=[N:18]2)[CH:10]=[C:11]([C:13]([CH3:16])([CH3:15])[CH3:14])[CH:12]=1)([CH3:6])([CH3:5])[CH3:4].[C:34]1(=O)[CH2:39][CH2:38][CH2:37][CH2:36][CH2:35]1, predict the reaction product. The product is: [CH:34]1([CH2:22][C:21]2[N:17]([C:9]3[CH:10]=[C:11]([C:13]([CH3:14])([CH3:16])[CH3:15])[CH:12]=[C:7]([C:3]([CH3:6])([CH3:5])[CH3:4])[CH:8]=3)[N:18]=[C:19]([C:30]([O:32][CH3:33])=[O:31])[C:20]=2[CH3:29])[CH2:39][CH2:38][CH2:37][CH2:36][CH2:35]1. (8) The product is: [CH3:7][C:6]([S:10]([N:12]=[C:3]1[CH2:4][O:1][CH2:2]1)=[O:11])([CH3:9])[CH3:8]. Given the reactants [O:1]1[CH2:4][C:3](=O)[CH2:2]1.[C:6]([S:10]([NH2:12])=[O:11])([CH3:9])([CH3:8])[CH3:7].[Cl-].[Na+], predict the reaction product.